From a dataset of Full USPTO retrosynthesis dataset with 1.9M reactions from patents (1976-2016). Predict the reactants needed to synthesize the given product. (1) Given the product [C:11]([NH:8][CH2:7][C:6]1[CH:5]=[C:4]([C:22]2[CH:23]=[N:24][C:19]([C:18]([F:29])([F:28])[F:17])=[CH:20][CH:21]=2)[CH:3]=[C:2]([C:15]2[CH:23]=[N:24][C:19]([C:18]([F:29])([F:28])[F:17])=[CH:20][CH:21]=2)[C:30]=1[OH:33])([CH3:12])([CH3:13])[CH3:14], predict the reactants needed to synthesize it. The reactants are: Br[C:2]1[CH:3]=[C:4](Br)[C:5]2OC[N:8]([C:11]([CH3:14])([CH3:13])[CH3:12])[CH2:7][C:6]=2[CH:15]=1.[F:17][C:18]([F:29])([F:28])[C:19]1[N:24]=[CH:23][C:22](B(O)O)=[CH:21][CH:20]=1.[C:30](=[O:33])([O-])[O-].[K+].[K+]. (2) Given the product [Cl:1][C:2]1[C:10]2[N:9]=[C:8]3[N:11]([C:15]4[CH:20]=[CH:19][C:18]([Cl:21])=[CH:17][C:16]=4[Cl:22])[CH2:12][CH2:13][CH2:14][N:7]3[C:6]=2[C:5]([CH:23]([NH:26][CH2:27][CH3:28])[CH2:24][CH3:25])=[CH:4][CH:3]=1, predict the reactants needed to synthesize it. The reactants are: [Cl:1][C:2]1[C:10]2[N:9]=[C:8]3[N:11]([C:15]4[CH:20]=[CH:19][C:18]([Cl:21])=[CH:17][C:16]=4[Cl:22])[CH2:12][CH2:13][CH2:14][N:7]3[C:6]=2[C:5]([CH:23]([N:26](CC)[C:27](=O)[C:28](F)(F)F)[CH2:24][CH3:25])=[CH:4][CH:3]=1.[BH4-].[Na+].O. (3) Given the product [CH3:16][O:17][C:3]1[CH:8]=[CH:7][C:6]([N+:9]([O-:11])=[O:10])=[CH:5][C:4]=1[C:12]([F:15])([F:14])[F:13], predict the reactants needed to synthesize it. The reactants are: [Na].Cl[C:3]1[CH:8]=[CH:7][C:6]([N+:9]([O-:11])=[O:10])=[CH:5][C:4]=1[C:12]([F:15])([F:14])[F:13].[CH3:16][OH:17]. (4) Given the product [C:18]([OH:43])([C:20]([F:23])([F:22])[F:21])=[O:48].[F:21][C:20]([F:23])([F:22])[C:18]([OH:43])=[O:48].[F:32][C:33]1[C:34]([C:44]([O:46][CH3:47])=[O:45])=[CH:35][C:36]2[CH2:37][CH2:38][CH2:39][C:40]([OH:43])([C:11]3[S:12][C:8]([C:6]4[CH:7]=[C:2]([CH3:1])[CH:3]=[C:4]([NH:13][C:14]5[CH:19]=[C:18]([C:20]([F:23])([F:21])[F:22])[CH:17]=[CH:16][N:15]=5)[N:5]=4)=[CH:9][N:10]=3)[C:41]=2[CH:42]=1, predict the reactants needed to synthesize it. The reactants are: [CH3:1][C:2]1[CH:7]=[C:6]([C:8]2[S:12][CH:11]=[N:10][CH:9]=2)[N:5]=[C:4]([NH:13][C:14]2[CH:19]=[C:18]([C:20]([F:23])([F:22])[F:21])[CH:17]=[CH:16][N:15]=2)[CH:3]=1.C([N-]C(C)C)(C)C.[Li+].[F:32][C:33]1[C:34]([C:44]([O:46][CH3:47])=[O:45])=[CH:35][C:36]2[CH2:37][CH2:38][CH2:39][C:40](=[O:43])[C:41]=2[CH:42]=1.[OH2:48].C(#N)C. (5) The reactants are: [Cl:1][C:2]1[N:10]=[CH:9][N:8]=[C:7]2[C:3]=1[NH:4][CH:5]=[N:6]2.[H-].[Na+].C(O[CH:17]1[O:30][C@:29]([CH3:41])([CH2:31][O:32][C:33](=[O:40])[C:34]2[CH:39]=[CH:38][CH:37]=[CH:36][CH:35]=2)[C@@H:19]([O:20][C:21](=[O:28])[C:22]2[CH:27]=[CH:26][CH:25]=[CH:24][CH:23]=2)[C@@H:18]1[F:42])(=O)C.C(O)(=O)C. Given the product [Cl:1][C:2]1[N:10]=[CH:9][N:8]=[C:7]2[C:3]=1[N:4]=[CH:5][N:6]2[C@@H:17]1[O:30][C@:29]([CH3:41])([CH2:31][O:32][C:33](=[O:40])[C:34]2[CH:39]=[CH:38][CH:37]=[CH:36][CH:35]=2)[C@@H:19]([O:20][C:21](=[O:28])[C:22]2[CH:27]=[CH:26][CH:25]=[CH:24][CH:23]=2)[C@@H:18]1[F:42], predict the reactants needed to synthesize it. (6) Given the product [F:1][C:2]1[C:7]([C:8]([OH:10])=[O:9])=[C:6]([N:14]2[N:15]=[CH:16][CH:17]=[N:13]2)[C:5]([CH3:12])=[CH:4][CH:3]=1, predict the reactants needed to synthesize it. The reactants are: [F:1][C:2]1[C:7]([C:8]([OH:10])=[O:9])=[C:6](I)[C:5]([CH3:12])=[CH:4][CH:3]=1.[NH:13]1[CH:17]=[CH:16][N:15]=[N:14]1.CN[C@H]1CCCC[C@@H]1NC.C([O-])([O-])=O.[Cs+].[Cs+]. (7) Given the product [CH3:24][C:23]1[CH:22]=[C:21]([CH:20]=[C:19]([CH3:26])[C:18]=1[CH2:17][C:15]1[CH:14]=[CH:13][C:12]([O:27][CH2:28][O:29][CH3:30])=[C:11]([C:10](=[O:31])[NH:9][CH2:1][CH2:2][C:3]2[CH:8]=[CH:7][CH:6]=[CH:5][CH:4]=2)[CH:16]=1)[C:28]([O:27][CH3:12])=[O:29], predict the reactants needed to synthesize it. The reactants are: [CH2:1]([NH:9][C:10](=[O:31])[C:11]1[CH:16]=[C:15]([CH2:17][C:18]2[C:23]([CH3:24])=[CH:22][C:21](O)=[CH:20][C:19]=2[CH3:26])[CH:14]=[CH:13][C:12]=1[O:27][CH2:28][O:29][CH3:30])[CH2:2][C:3]1[CH:8]=[CH:7][CH:6]=[CH:5][CH:4]=1.